From a dataset of Catalyst prediction with 721,799 reactions and 888 catalyst types from USPTO. Predict which catalyst facilitates the given reaction. (1) Reactant: [CH:1]([O:3][CH2:4][CH3:5])=[CH2:2].C12(CS(O)(=O)=O)C(C)(C)C(CC1)CC2=O.[Cl:21][C:22]1[CH:27]=[CH:26][N:25]=[C:24]2[NH:28][N:29]=[C:30]([CH2:31][CH3:32])[C:23]=12.C(=O)(O)[O-].[Na+]. Product: [Cl:21][C:22]1[CH:27]=[CH:26][N:25]=[C:24]2[N:28]([CH:1]([O:3][CH2:4][CH3:5])[CH3:2])[N:29]=[C:30]([CH2:31][CH3:32])[C:23]=12. The catalyst class is: 56. (2) Reactant: [H-].[Na+].[I-].[CH3:4][S+](C)(C)=O.[CH3:9][N:10]([CH3:39])[C:11]([C:13]1[CH:18]=[CH:17][C:16]([C:19]2[N:24]=[C:23]3[O:25][C:26]4[C:31]([CH:32]([C:33](=[CH2:38])[C:34]([O:36][CH3:37])=[O:35])[C:22]3=[CH:21][CH:20]=2)=[CH:30][CH:29]=[CH:28][CH:27]=4)=[CH:15][CH:14]=1)=[O:12]. Product: [CH3:39][N:10]([CH3:9])[C:11]([C:13]1[CH:14]=[CH:15][C:16]([C:19]2[N:24]=[C:23]3[O:25][C:26]4[C:31]([CH:32]([C:33]5([C:34]([O:36][CH3:37])=[O:35])[CH2:4][CH2:38]5)[C:22]3=[CH:21][CH:20]=2)=[CH:30][CH:29]=[CH:28][CH:27]=4)=[CH:17][CH:18]=1)=[O:12]. The catalyst class is: 16. (3) Reactant: Cl.[Cl:2][C:3]1[CH:8]=[CH:7][C:6]([C:9]2[CH:14]=[CH:13][CH:12]=[C:11]([CH2:15][NH2:16])[CH:10]=2)=[CH:5][CH:4]=1.[F:17][C:18]1[CH:25]=[CH:24][C:21]([CH:22]=O)=[CH:20][CH:19]=1.C(O[BH-](OC(=O)C)OC(=O)C)(=O)C.[Na+]. Product: [Cl:2][C:3]1[CH:4]=[CH:5][C:6]([C:9]2[CH:14]=[CH:13][CH:12]=[C:11]([CH2:15][NH:16][CH2:22][C:21]3[CH:24]=[CH:25][C:18]([F:17])=[CH:19][CH:20]=3)[CH:10]=2)=[CH:7][CH:8]=1. The catalyst class is: 812. (4) Reactant: [NH2:1][C@H:2]1[C@H:7]2[C@@H:3]1[O:4][C:5]1[CH:11]=[CH:10][C:9]([O:12][C:13]3[CH:22]=[CH:21][N:20]=[C:19]4[C:14]=3[CH2:15][CH2:16][C:17](=[O:23])[NH:18]4)=[CH:8][C:6]=12.[CH3:24][N:25]([CH3:45])[C@H:26]1[CH2:31][CH2:30][CH2:29][N:28]([C:32]2[CH:40]=[CH:39][C:35]([C:36](O)=[O:37])=[CH:34][C:33]=2[C:41]([F:44])([F:43])[F:42])[CH2:27]1.CCN(C(C)C)C(C)C.CN(C(ON1N=NC2C=CC=NC1=2)=[N+](C)C)C.F[P-](F)(F)(F)(F)F. Product: [CH3:24][N:25]([CH3:45])[C@H:26]1[CH2:31][CH2:30][CH2:29][N:28]([C:32]2[CH:40]=[CH:39][C:35]([C:36]([NH:1][C@H:2]3[C@H:7]4[C@@H:3]3[O:4][C:5]3[CH:11]=[CH:10][C:9]([O:12][C:13]5[C:14]6[CH2:15][CH2:16][C:17](=[O:23])[NH:18][C:19]=6[N:20]=[CH:21][CH:22]=5)=[CH:8][C:6]=34)=[O:37])=[CH:34][C:33]=2[C:41]([F:44])([F:42])[F:43])[CH2:27]1. The catalyst class is: 18. (5) Reactant: [Cl:1][C:2]1[N:7]=[CH:6][N:5]=[C:4]([O:8][C@@H:9]([CH3:16])[C:10](OC(C)C)=[O:11])[CH:3]=1.[BH4-].[Na+]. Product: [Cl:1][C:2]1[N:7]=[CH:6][N:5]=[C:4]([O:8][C@@H:9]([CH3:16])[CH2:10][OH:11])[CH:3]=1. The catalyst class is: 5. (6) Reactant: [CH2:1]([O:3][C:4]([C:6]1[N:7]([CH3:14])[CH:8]=[C:9]([C:12]#[N:13])[C:10]=1[I:11])=[O:5])[CH3:2].[B-](F)(F)(F)[F:16].[B-](F)(F)(F)F.C1[N+]2(CCl)CC[N+](F)(CC2)C1.O.C(Cl)Cl. Product: [C:12]([C:9]1[C:10]([I:11])=[C:6]([C:4]([O:3][CH2:1][CH3:2])=[O:5])[N:7]([CH3:14])[C:8]=1[F:16])#[N:13]. The catalyst class is: 10.